Dataset: Catalyst prediction with 721,799 reactions and 888 catalyst types from USPTO. Task: Predict which catalyst facilitates the given reaction. (1) Reactant: [N+:1]([C:4]1[CH:5]=[C:6]([CH:11]=[C:12]([C:14]([F:17])([F:16])[F:15])[CH:13]=1)[C:7](OC)=[O:8])([O-])=O.[NH2:18][NH2:19]. Product: [NH2:1][C:4]1[CH:5]=[C:6]([CH:11]=[C:12]([C:14]([F:17])([F:16])[F:15])[CH:13]=1)[C:7]([NH:18][NH2:19])=[O:8]. The catalyst class is: 8. (2) Reactant: O[CH2:2][CH:3]1[CH2:7][O:6][C:5]2([CH2:12][CH2:11][N:10]([CH2:13][CH2:14][C:15]3[CH:20]=[CH:19][CH:18]=[CH:17][CH:16]=3)[CH2:9][CH2:8]2)[O:4]1.C1(C)C=CC(S(O)(=O)=O)=CC=1.[NH:32]1[CH2:37][CH2:36][O:35][CH2:34][CH2:33]1. Product: [N:32]1([CH2:2][CH:3]2[CH2:7][O:6][C:5]3([CH2:8][CH2:9][N:10]([CH2:13][CH2:14][C:15]4[CH:16]=[CH:17][CH:18]=[CH:19][CH:20]=4)[CH2:11][CH2:12]3)[O:4]2)[CH2:37][CH2:36][O:35][CH2:34][CH2:33]1. The catalyst class is: 11. (3) Reactant: [C:1]([N:5]1[C:9]2[CH:10]=[CH:11][C:12]([C:14]3[CH:15]=[N:16][CH:17]=[C:18]([O:20][CH3:21])[CH:19]=3)=[CH:13][C:8]=2[N:7]=[C:6]1[C:22]1[CH:23]=[C:24]([CH:29]=[CH:30][CH:31]=1)[C:25]([NH:27][OH:28])=[NH:26])([CH3:4])([CH3:3])[CH3:2].[CH2:32]([O:34][C:35](=[O:39])[C:36](Cl)=O)[CH3:33].C(N(C(C)C)CC)(C)C. Product: [CH2:32]([O:34][C:35]([C:36]1[O:28][N:27]=[C:25]([C:24]2[CH:29]=[CH:30][CH:31]=[C:22]([C:6]3[N:5]([C:1]([CH3:4])([CH3:2])[CH3:3])[C:9]4[CH:10]=[CH:11][C:12]([C:14]5[CH:15]=[N:16][CH:17]=[C:18]([O:20][CH3:21])[CH:19]=5)=[CH:13][C:8]=4[N:7]=3)[CH:23]=2)[N:26]=1)=[O:39])[CH3:33]. The catalyst class is: 3. (4) Reactant: [CH2:1]([O:3][CH:4]([O:23][CH2:24][CH3:25])[C:5]1[O:13][C:12]2[C:11]([C:14]3[CH:22]=[CH:21][C:17]([C:18](O)=[O:19])=[CH:16][CH:15]=3)=[CH:10][N:9]=[CH:8][C:7]=2[CH:6]=1)[CH3:2].[CH2:26]([CH2:28][NH2:29])[OH:27].F[P-](F)(F)(F)(F)F.N1(O[P+](N(C)C)(N(C)C)N(C)C)C2C=CC=CC=2N=N1.C(N(C(C)C)CC)(C)C. Product: [CH2:1]([O:3][CH:4]([O:23][CH2:24][CH3:25])[C:5]1[O:13][C:12]2[C:11]([C:14]3[CH:22]=[CH:21][C:17]([C:18]([NH:29][CH2:28][CH2:26][OH:27])=[O:19])=[CH:16][CH:15]=3)=[CH:10][N:9]=[CH:8][C:7]=2[CH:6]=1)[CH3:2]. The catalyst class is: 9. (5) Reactant: [CH:1]1([N:5]2[CH2:11][CH2:10][C:9]3[CH:12]=[CH:13][C:14]([OH:16])=[CH:15][C:8]=3[CH2:7][CH2:6]2)[CH2:4][CH2:3][CH2:2]1.F[C:18]1[CH:23]=[CH:22][C:21]([I:24])=[CH:20][CH:19]=1.C(=O)([O-])[O-].[Cs+].[Cs+]. Product: [CH:1]1([N:5]2[CH2:11][CH2:10][C:9]3[CH:12]=[CH:13][C:14]([O:16][C:18]4[CH:23]=[CH:22][C:21]([I:24])=[CH:20][CH:19]=4)=[CH:15][C:8]=3[CH2:7][CH2:6]2)[CH2:4][CH2:3][CH2:2]1. The catalyst class is: 9. (6) Reactant: [Cl:1][C:2]1[CH:7]=[C:6]([O:8][C:9]2[CH:14]=[CH:13][C:12]([NH2:15])=[CH:11][C:10]=2[F:16])[CH:5]=[CH:4][N:3]=1.[F:17][C:18]1[CH:23]=[CH:22][C:21]([CH2:24][C:25]([N:27]=[C:28]=[S:29])=[O:26])=[CH:20][CH:19]=1. Product: [Cl:1][C:2]1[CH:7]=[C:6]([O:8][C:9]2[CH:14]=[CH:13][C:12]([NH:15][C:28]([NH:27][C:25](=[O:26])[CH2:24][C:21]3[CH:22]=[CH:23][C:18]([F:17])=[CH:19][CH:20]=3)=[S:29])=[CH:11][C:10]=2[F:16])[CH:5]=[CH:4][N:3]=1. The catalyst class is: 2. (7) Reactant: [CH3:1][O:2][C:3]1[CH:8]=[C:7]([CH3:9])[C:6]([S:10]([N:13]2[CH2:17][CH2:16][CH2:15][C@H:14]2[CH2:18][O:19][CH2:20][C:21]([O:23]C(C)(C)C)=[O:22])(=[O:12])=[O:11])=[C:5]([CH3:28])[CH:4]=1.FC(F)(F)C(O)=O. Product: [CH3:1][O:2][C:3]1[CH:8]=[C:7]([CH3:9])[C:6]([S:10]([N:13]2[CH2:17][CH2:16][CH2:15][C@H:14]2[CH2:18][O:19][CH2:20][C:21]([OH:23])=[O:22])(=[O:12])=[O:11])=[C:5]([CH3:28])[CH:4]=1. The catalyst class is: 4. (8) Reactant: [CH:1]1([C:7]2[CH:15]=[CH:14][C:10]([C:11](N)=[O:12])=[CH:9][C:8]=2[C:16]([F:19])([F:18])[F:17])[CH2:6][CH2:5][CH2:4][CH2:3][CH2:2]1.[OH-:20].[K+].O. Product: [CH:1]1([C:7]2[CH:15]=[CH:14][C:10]([C:11]([OH:20])=[O:12])=[CH:9][C:8]=2[C:16]([F:19])([F:18])[F:17])[CH2:6][CH2:5][CH2:4][CH2:3][CH2:2]1. The catalyst class is: 8. (9) Reactant: [Br:1][Si](C)(C)C.[NH:6](C(OC(C)(C)C)=O)[C@H:7]([C:10]([OH:12])=[O:11])[CH2:8][NH2:9].[OH:20][C:21]1[CH:29]=[CH:28][C:24]([CH2:25][CH2:26][NH-:27])=[CH:23][CH:22]=1.O. Product: [NH2:6][C@H:7]([C:10]([OH:12])=[O:11])[CH2:8][NH2:9].[BrH:1].[OH:20][C:21]1[CH:29]=[CH:28][C:24]([CH2:25][CH2:26][NH-:27])=[CH:23][CH:22]=1. The catalyst class is: 2. (10) Reactant: C(C1OC[C@@H](C(C)(C)C)N=1)(C1OC[C@@H](C(C)(C)C)N=1)(C)C.[Br:22][C:23]1[CH:28]=[CH:27][C:26]([CH:29]=[CH2:30])=[C:25]([F:31])[CH:24]=1.[N+](=[CH:34][C:35]([O:37][CH2:38][CH3:39])=[O:36])=[N-]. Product: [Br:22][C:23]1[CH:28]=[CH:27][C:26]([CH:29]2[CH2:30][CH:34]2[C:35]([O:37][CH2:38][CH3:39])=[O:36])=[C:25]([F:31])[CH:24]=1. The catalyst class is: 22.